This data is from Forward reaction prediction with 1.9M reactions from USPTO patents (1976-2016). The task is: Predict the product of the given reaction. (1) Given the reactants [F:1][CH:2]([F:12])[C:3]1[CH:10]=[CH:9][C:6]([CH:7]=O)=[C:5]([F:11])[CH:4]=1.[CH3:13][C:14]([S@:17]([NH2:19])=[O:18])([CH3:16])[CH3:15], predict the reaction product. The product is: [F:1][CH:2]([F:12])[C:3]1[CH:10]=[CH:9][C:6](/[CH:7]=[N:19]/[S@@:17]([C:14]([CH3:16])([CH3:15])[CH3:13])=[O:18])=[C:5]([F:11])[CH:4]=1. (2) Given the reactants [Cl:1][C:2]1[CH:14]=[C:13]([Cl:15])[C:12]([O:16][C:17]2[N:21]([CH3:22])[N:20]=[C:19]([CH3:23])[C:18]=2[CH2:24][OH:25])=[CH:11][C:3]=1[O:4][C@@H:5]([CH3:10])[C:6]([O:8]C)=[O:7].[C:26]1(O)[CH:31]=[CH:30][CH:29]=[CH:28][CH:27]=1.C1(P(C2C=CC=CC=2)C2C=CC=CC=2)C=CC=CC=1.N(C(OCC)=O)=NC(OCC)=O, predict the reaction product. The product is: [Cl:1][C:2]1[CH:14]=[C:13]([Cl:15])[C:12]([O:16][C:17]2[N:21]([CH3:22])[N:20]=[C:19]([CH3:23])[C:18]=2[CH2:24][O:25][C:26]2[CH:31]=[CH:30][CH:29]=[CH:28][CH:27]=2)=[CH:11][C:3]=1[O:4][C@@H:5]([CH3:10])[C:6]([OH:8])=[O:7]. (3) Given the reactants [OH:1][C:2]([CH3:7])([CH3:6])[C:3](O)=O.[Cl:8][C:9]1[CH:10]=[C:11]([NH:20][C:21]2[CH:26]=[CH:25][C:24]([CH2:27][CH2:28][Cl:29])=[CH:23][CH:22]=2)[C:12]([NH2:19])=[CH:13][C:14]=1[C:15]([F:18])([F:17])[F:16], predict the reaction product. The product is: [Cl:8][C:9]1[C:14]([C:15]([F:16])([F:17])[F:18])=[CH:13][C:12]2[N:19]=[C:3]([C:2]([OH:1])([CH3:7])[CH3:6])[N:20]([C:21]3[CH:26]=[CH:25][C:24]([CH2:27][CH2:28][Cl:29])=[CH:23][CH:22]=3)[C:11]=2[CH:10]=1. (4) Given the reactants Br[C:2]1[C:10]2[C:6](=[N:7][S:8][N:9]=2)[C:5]([Br:11])=[CH:4][CH:3]=1.[CH2:12]([NH:18][CH2:19][CH2:20][CH2:21][CH2:22][CH2:23][CH3:24])[CH2:13][CH2:14][CH2:15][CH2:16][CH3:17].C(P(C(C)(C)C)C1C=CC=CC=1C1C=CC=CC=1)(C)(C)C.CC([O-])(C)C.[Na+], predict the reaction product. The product is: [Br:11][C:5]1[C:6]2[C:10](=[N:9][S:8][N:7]=2)[C:2]([N:18]([CH2:19][CH2:20][CH2:21][CH2:22][CH2:23][CH3:24])[CH2:12][CH2:13][CH2:14][CH2:15][CH2:16][CH3:17])=[CH:3][CH:4]=1. (5) Given the reactants Br[C:2]1[CH:7]=[C:6]([C:8]([F:11])([F:10])[F:9])[N:5]=[C:4]([C:12]([OH:14])=[O:13])[CH:3]=1.[CH2:15](N(CC)CC)[CH3:16].O.[OH-].[Na+], predict the reaction product. The product is: [F:9][C:8]([F:11])([F:10])[C:6]1[N:5]=[C:4]([C:12]([OH:14])=[O:13])[CH:3]=[C:2]([CH:15]=[CH2:16])[CH:7]=1.